Predict the product of the given reaction. From a dataset of Forward reaction prediction with 1.9M reactions from USPTO patents (1976-2016). (1) Given the reactants [OH:1][C:2]1[CH:11]=[C:10]2[C:5]([C:6](=[O:22])[C:7]([C:12]3[CH:17]=[CH:16][C:15]([O:18][CH3:19])=[C:14]([O:20][CH3:21])[CH:13]=3)=[CH:8][O:9]2)=[CH:4][CH:3]=1.C([O-])([O-])=O.[K+].[K+].[CH2:29]([CH:31]1[O:33][CH2:32]1)Cl.C(#N)C, predict the reaction product. The product is: [CH3:21][O:20][C:14]1[CH:13]=[C:12]([C:7]2[C:6](=[O:22])[C:5]3[C:10](=[CH:11][C:2]([O:1][CH2:29][CH:31]4[CH2:32][O:33]4)=[CH:3][CH:4]=3)[O:9][CH:8]=2)[CH:17]=[CH:16][C:15]=1[O:18][CH3:19]. (2) Given the reactants [F:1][C:2]1[CH:3]=[C:4]([CH:14]=[CH:15][CH:16]=1)[CH2:5][C:6]1[O:10][N:9]=[C:8]([C:11]([OH:13])=O)[CH:7]=1.[Cl:17][C:18]1[CH:19]=[C:20]2[C:24](=[CH:25][CH:26]=1)[N:23]([CH3:27])[CH:22]=[C:21]2[CH2:28][CH2:29][NH2:30].CN(C(ON1N=NC2C=CC=NC1=2)=[N+](C)C)C.F[P-](F)(F)(F)(F)F.C(N(CC)C(C)C)(C)C, predict the reaction product. The product is: [Cl:17][C:18]1[CH:19]=[C:20]2[C:24](=[CH:25][CH:26]=1)[N:23]([CH3:27])[CH:22]=[C:21]2[CH2:28][CH2:29][NH:30][C:11]([C:8]1[CH:7]=[C:6]([CH2:5][C:4]2[CH:14]=[CH:15][CH:16]=[C:2]([F:1])[CH:3]=2)[O:10][N:9]=1)=[O:13]. (3) Given the reactants [CH2:1]([N:8]1[CH2:13][CH2:12][C:11]2([C:21]3[C:16](=[CH:17][CH:18]=[CH:19][C:20]=3[CH2:22][NH:23]C(=O)OC(C)(C)C)[N:15]([C:31]3[C:32]4[CH:39]([CH2:40][CH3:41])[CH2:38][CH2:37][C:33]=4[N:34]=[CH:35][N:36]=3)[CH2:14]2)[CH2:10][CH2:9]1)[C:2]1[CH:7]=[CH:6][CH:5]=[CH:4][CH:3]=1.C(N)(OC(C)(C)C)=O.[C:50]([OH:56])([C:52]([F:55])([F:54])[F:53])=[O:51].C(Cl)Cl, predict the reaction product. The product is: [F:53][C:52]([F:55])([F:54])[C:50]([OH:56])=[O:51].[F:53][C:52]([F:55])([F:54])[C:50]([OH:56])=[O:51].[F:53][C:52]([F:55])([F:54])[C:50]([OH:56])=[O:51].[CH2:1]([N:8]1[CH2:13][CH2:12][C:11]2([C:21]3[C:16](=[CH:17][CH:18]=[CH:19][C:20]=3[CH2:22][NH2:23])[N:15]([C:31]3[C:32]4[CH:39]([CH2:40][CH3:41])[CH2:38][CH2:37][C:33]=4[N:34]=[CH:35][N:36]=3)[CH2:14]2)[CH2:10][CH2:9]1)[C:2]1[CH:3]=[CH:4][CH:5]=[CH:6][CH:7]=1. (4) Given the reactants O[C:2]1[CH:7]=[CH:6][N:5]=[CH:4][CH:3]=1.[CH3:8][NH:9][CH3:10].[CH2:11]=[O:12], predict the reaction product. The product is: [CH3:8][N:9]([CH2:7][C:6]1[C:11]([OH:12])=[CH:2][CH:3]=[CH:4][N:5]=1)[CH3:10]. (5) Given the reactants [CH3:1][C:2]1[O:3][CH:4]=[CH:5][C:6]=1[CH3:7].[Br:8][C:9]1[CH:10]=[C:11]([CH:14]=[CH:15][CH:16]=1)[CH2:12]Br, predict the reaction product. The product is: [Br:8][C:9]1[CH:10]=[C:11]([CH:14]=[CH:15][CH:16]=1)[CH2:12][C:4]1[O:3][C:2]([CH3:1])=[C:6]([CH3:7])[CH:5]=1.